Predict the product of the given reaction. From a dataset of Forward reaction prediction with 1.9M reactions from USPTO patents (1976-2016). Given the reactants [CH3:1][O:2][C:3]1[CH:4]=[C:5]([NH:11][C:12](=[O:14])[CH3:13])[CH:6]=[C:7]([O:9][CH3:10])[CH:8]=1.[B-](F)(F)(F)[F:16].[B-](F)(F)(F)F.C1[N+]2(CCl)CC[N+](F)(CC2)C1, predict the reaction product. The product is: [F:16][C:6]1[C:7]([O:9][CH3:10])=[CH:8][C:3]([O:2][CH3:1])=[CH:4][C:5]=1[NH:11][C:12](=[O:14])[CH3:13].